Dataset: Full USPTO retrosynthesis dataset with 1.9M reactions from patents (1976-2016). Task: Predict the reactants needed to synthesize the given product. Given the product [NH2:39][C:25]1[N:26]=[C:27]([C:29]2[CH:38]=[C:37]3[C:32]([CH2:33][CH2:34][N:35]([C:11]([NH:10][CH:1]4[C:9]5[C:4](=[CH:5][CH:6]=[CH:7][CH:8]=5)[CH2:3][CH2:2]4)=[O:12])[CH2:36]3)=[CH:31][CH:30]=2)[CH:28]=[C:23]([N:20]2[CH2:19][CH2:18][N:17]([CH3:16])[CH2:22][CH2:21]2)[N:24]=1, predict the reactants needed to synthesize it. The reactants are: [CH:1]1([NH2:10])[C:9]2[C:4](=[CH:5][CH:6]=[CH:7][CH:8]=2)[CH2:3][CH2:2]1.[C:11](Cl)(Cl)=[O:12].Cl.[CH3:16][N:17]1[CH2:22][CH2:21][N:20]([C:23]2[CH:28]=[C:27]([C:29]3[CH:38]=[C:37]4[C:32]([CH2:33][CH2:34][NH:35][CH2:36]4)=[CH:31][CH:30]=3)[N:26]=[C:25]([NH2:39])[N:24]=2)[CH2:19][CH2:18]1.